From a dataset of Reaction yield outcomes from USPTO patents with 853,638 reactions. Predict the reaction yield, written as a fraction of the theoretical maximum amount of product (1.0 means a 100% yield; for example, 0.34 means a 34% yield). (1) The reactants are [Al+3].[Cl-].[Cl-].[Cl-].[H-].[H-].[H-].[H-].[Li+].[Al+3].[CH2:11]([N:18]1[CH2:22][CH2:21][CH:20]([CH:23]([OH:33])[C:24]2[O:25][C:26]([S:29]([CH3:32])(=[O:31])=[O:30])=[CH:27][CH:28]=2)[C:19]1=O)[C:12]1[CH:17]=[CH:16][CH:15]=[CH:14][CH:13]=1.Cl. The catalyst is C1COCC1. The product is [CH2:11]([N:18]1[CH2:22][CH2:21][CH:20]([CH:23]([C:24]2[O:25][C:26]([S:29]([CH3:32])(=[O:31])=[O:30])=[CH:27][CH:28]=2)[OH:33])[CH2:19]1)[C:12]1[CH:17]=[CH:16][CH:15]=[CH:14][CH:13]=1. The yield is 0.900. (2) The yield is 0.970. The catalyst is C(O)(C(F)(F)F)=O. The reactants are [C:1]1([C:7]2[O:11][N:10]=[C:9]([C:12]([O:14][CH2:15][CH3:16])=[O:13])[CH:8]=2)[CH:6]=[CH:5][CH:4]=[CH:3][CH:2]=1.[I:17]N1C(=O)CCC1=O. The product is [I:17][C:8]1[C:9]([C:12]([O:14][CH2:15][CH3:16])=[O:13])=[N:10][O:11][C:7]=1[C:1]1[CH:2]=[CH:3][CH:4]=[CH:5][CH:6]=1. (3) The reactants are [Br:1][C:2]1[CH:3]=[C:4]([CH:6]=[CH:7][CH:8]=1)[NH2:5].Cl[C:10]1[C:19]2[C:14](=[CH:15][CH:16]=[C:17]([N+:20]([O-:22])=[O:21])[CH:18]=2)[N:13]=[CH:12][N:11]=1. The catalyst is C(O)(C)C. The product is [Br:1][C:2]1[CH:3]=[C:4]([NH:5][C:10]2[C:19]3[C:14](=[CH:15][CH:16]=[C:17]([N+:20]([O-:22])=[O:21])[CH:18]=3)[N:13]=[CH:12][N:11]=2)[CH:6]=[CH:7][CH:8]=1. The yield is 0.950. (4) The reactants are [CH2:1]([N:8]([C:22]1[CH:27]=[CH:26][C:25]([N:28]2[CH2:33][CH2:32][O:31][CH2:30][C:29]2=[O:34])=[CH:24][CH:23]=1)[CH2:9][C@@H:10]([OH:21])[CH2:11][NH:12][C:13]([C:15]1[S:16][C:17]([Cl:20])=[CH:18][CH:19]=1)=[O:14])C1C=CC=CC=1.ClC(Cl)([O:38]C(=O)OC(Cl)(Cl)Cl)Cl. The catalyst is ClCCl.C(=O)([O-])[O-].[K+].[K+].O. The product is [CH:24]1[C:25]([N:28]2[C:29](=[O:34])[CH2:30][O:31][CH2:32][CH2:33]2)=[CH:26][CH:27]=[C:22]([N:8]2[C:1](=[O:38])[O:21][C@@H:10]([CH2:11][NH:12][C:13]([C:15]3[S:16][C:17]([Cl:20])=[CH:18][CH:19]=3)=[O:14])[CH2:9]2)[CH:23]=1. The yield is 0.800. (5) The reactants are C(OC([N:8]1[CH2:13][C:12](=[O:14])[N:11]([C:15]2[CH:20]=[CH:19][C:18]([O:21][CH2:22][CH2:23][CH2:24][O:25][CH2:26][C:27]3[CH:32]=[CH:31][CH:30]=[CH:29][C:28]=3[F:33])=[CH:17][CH:16]=2)[C@@H:10]([CH2:34][O:35][C:36]2[CH:45]=[CH:44][C:43]3[C:38](=[CH:39][CH:40]=[CH:41][CH:42]=3)[CH:37]=2)[CH2:9]1)=O)(C)(C)C.C(Cl)(=O)C. The catalyst is CO. The product is [F:33][C:28]1[CH:29]=[CH:30][CH:31]=[CH:32][C:27]=1[CH2:26][O:25][CH2:24][CH2:23][CH2:22][O:21][C:18]1[CH:17]=[CH:16][C:15]([N:11]2[C@@H:10]([CH2:34][O:35][C:36]3[CH:45]=[CH:44][C:43]4[C:38](=[CH:39][CH:40]=[CH:41][CH:42]=4)[CH:37]=3)[CH2:9][NH:8][CH2:13][C:12]2=[O:14])=[CH:20][CH:19]=1. The yield is 0.597.